The task is: Predict the product of the given reaction.. This data is from Forward reaction prediction with 1.9M reactions from USPTO patents (1976-2016). (1) Given the reactants [CH2:1]([NH:3][C:4]([NH:6][C:7]1[CH:12]=[CH:11][CH:10]=[CH:9][C:8]=1[OH:13])=[O:5])C.N(C1C=CC=CC=1OC)=[C:15]=O.CNC, predict the reaction product. The product is: [OH:13][C:8]1[CH:9]=[CH:10][CH:11]=[CH:12][C:7]=1[NH:6][C:4](=[O:5])[N:3]([CH3:15])[CH3:1]. (2) Given the reactants Br[C:2]1[CH:7]=[CH:6][C:5]([C:8]2[N:9]([CH2:14][C@@H:15]3[CH2:19][CH2:18][N:17]([C:20]([CH:22]4[CH2:24][CH2:23]4)=[O:21])[CH2:16]3)[C:10](=[O:13])[NH:11][N:12]=2)=[CH:4][CH:3]=1.CC1(C)C(C)(C)OB([C:33]2[CH:41]=[C:40]3[C:36]([CH:37]=[N:38][N:39]3C(OC(C)(C)C)=O)=[CH:35][CH:34]=2)O1.[O-]P([O-])([O-])=O.[K+].[K+].[K+], predict the reaction product. The product is: [CH:22]1([C:20]([N:17]2[CH2:18][CH2:19][C@@H:15]([CH2:14][N:9]3[C:8]([C:5]4[CH:6]=[CH:7][C:2]([C:33]5[CH:41]=[C:40]6[C:36]([CH:37]=[N:38][NH:39]6)=[CH:35][CH:34]=5)=[CH:3][CH:4]=4)=[N:12][NH:11][C:10]3=[O:13])[CH2:16]2)=[O:21])[CH2:24][CH2:23]1.